This data is from Forward reaction prediction with 1.9M reactions from USPTO patents (1976-2016). The task is: Predict the product of the given reaction. (1) The product is: [F:1][C:2]1[CH:3]=[C:4]([NH:26][C@H:27]2[CH2:30][C@H:29]([C:31]([OH:33])=[O:32])[CH2:28]2)[CH:5]=[CH:6][C:7]=1[C:8]1[S:9][C:10]2[C:15]([N:16]=1)=[CH:14][CH:13]=[C:12]([C:17]1([C:20]3[CH:25]=[CH:24][CH:23]=[CH:22][CH:21]=3)[CH2:18][CH2:19]1)[N:11]=2. Given the reactants [F:1][C:2]1[CH:3]=[C:4]([NH:26][C@H:27]2[CH2:30][C@H:29]([C:31]([O:33]C)=[O:32])[CH2:28]2)[CH:5]=[CH:6][C:7]=1[C:8]1[S:9][C:10]2[C:15]([N:16]=1)=[CH:14][CH:13]=[C:12]([C:17]1([C:20]3[CH:25]=[CH:24][CH:23]=[CH:22][CH:21]=3)[CH2:19][CH2:18]1)[N:11]=2.[OH-].[Na+].Cl, predict the reaction product. (2) Given the reactants [CH2:1]([O:8][C:9]1[CH:10]=[C:11]([CH:15]([OH:19])/[CH:16]=[CH:17]/[CH3:18])[CH:12]=[CH:13][CH:14]=1)[C:2]1[CH:7]=[CH:6][CH:5]=[CH:4][CH:3]=1.CC1(C)N([O])C(C)(C)CCC1.C(O)(=O)C.C(O)(=O)C.IC1C=CC=CC=1, predict the reaction product. The product is: [CH2:1]([O:8][C:9]1[CH:10]=[C:11]([C:15](=[O:19])/[CH:16]=[CH:17]/[CH3:18])[CH:12]=[CH:13][CH:14]=1)[C:2]1[CH:3]=[CH:4][CH:5]=[CH:6][CH:7]=1. (3) Given the reactants C(OC(=O)[NH:7][C:8]1[S:9][C:10]([CH2:14][C:15]2[C:23]3[C:18](=[N:19][CH:20]=[C:21]([Cl:24])[CH:22]=3)[N:17]([S:25]([C:28]3[CH:33]=[CH:32][CH:31]=[CH:30][CH:29]=3)(=[O:27])=[O:26])[CH:16]=2)=[C:11]([Cl:13])[N:12]=1)(C)(C)C.Cl, predict the reaction product. The product is: [C:28]1([S:25]([N:17]2[C:18]3=[N:19][CH:20]=[C:21]([Cl:24])[CH:22]=[C:23]3[C:15]([CH2:14][C:10]3[S:9][C:8]([NH2:7])=[N:12][C:11]=3[Cl:13])=[CH:16]2)(=[O:27])=[O:26])[CH:29]=[CH:30][CH:31]=[CH:32][CH:33]=1. (4) Given the reactants [NH2:1][C:2]1[C:10]2[C:5](=[C:6]([F:13])[CH:7]=[CH:8][C:9]=2[O:11][CH3:12])[N:4]([CH2:14][C:15]2[CH:16]=[C:17]([CH:21]=[CH:22][CH:23]=2)[C:18]([NH2:20])=[O:19])[N:3]=1.[Cl:24][C:25]1[S:29][C:28]([S:30](Cl)(=[O:32])=[O:31])=[CH:27][CH:26]=1, predict the reaction product. The product is: [Cl:24][C:25]1[S:29][C:28]([S:30]([NH:1][C:2]2[C:10]3[C:5](=[C:6]([F:13])[CH:7]=[CH:8][C:9]=3[O:11][CH3:12])[N:4]([CH2:14][C:15]3[CH:16]=[C:17]([CH:21]=[CH:22][CH:23]=3)[C:18]([NH2:20])=[O:19])[N:3]=2)(=[O:32])=[O:31])=[CH:27][CH:26]=1.